From a dataset of Peptide-MHC class II binding affinity with 134,281 pairs from IEDB. Regression. Given a peptide amino acid sequence and an MHC pseudo amino acid sequence, predict their binding affinity value. This is MHC class II binding data. (1) The peptide sequence is ALIAAFSIRPGLLIG. The MHC is DRB3_0202 with pseudo-sequence DRB3_0202. The binding affinity (normalized) is 0. (2) The peptide sequence is QRPFQYILLVLGIAL. The MHC is HLA-DQA10301-DQB10302 with pseudo-sequence HLA-DQA10301-DQB10302. The binding affinity (normalized) is 0.0932. (3) The peptide sequence is PEFSELFAAFPSFAG. The MHC is HLA-DQA10301-DQB10302 with pseudo-sequence HLA-DQA10301-DQB10302. The binding affinity (normalized) is 0.418. (4) The peptide sequence is KENIIDLTKIDRCFQL. The MHC is DRB1_0701 with pseudo-sequence DRB1_0701. The binding affinity (normalized) is 0. (5) The peptide sequence is QQIKFAALSARAVAL. The MHC is DRB1_1101 with pseudo-sequence DRB1_1101. The binding affinity (normalized) is 0.906. (6) The peptide sequence is VSSKRNLADAVSKAP. The MHC is HLA-DQA10102-DQB10502 with pseudo-sequence HLA-DQA10102-DQB10502. The binding affinity (normalized) is 0.0739. (7) The peptide sequence is GELQIVDKIDAAEKI. The MHC is DRB1_1302 with pseudo-sequence DRB1_1302. The binding affinity (normalized) is 0.760. (8) The peptide sequence is AAATAGTTVKGAFAA. The MHC is HLA-DPA10103-DPB10401 with pseudo-sequence HLA-DPA10103-DPB10401. The binding affinity (normalized) is 0. (9) The peptide sequence is MKTVGDKLEAFTVVAAKPGF. The MHC is DRB1_0901 with pseudo-sequence DRB1_0901. The binding affinity (normalized) is 0.497.